From a dataset of Full USPTO retrosynthesis dataset with 1.9M reactions from patents (1976-2016). Predict the reactants needed to synthesize the given product. Given the product [N:1]1([CH2:8][CH2:9][O:10][C:11]2[CH:16]=[CH:15][C:14]([C:17]([C:19]3[C:28]4[C:23](=[CH:24][C:25]([OH:29])=[CH:26][CH:27]=4)[CH:22]=[CH:21][C:20]=3[C:31]3[C:36]([F:37])=[CH:35][CH:34]=[C:33]([F:38])[C:32]=3[F:39])=[O:18])=[CH:13][CH:12]=2)[CH2:7][CH2:6][CH2:5][CH2:4][CH2:3][CH2:2]1, predict the reactants needed to synthesize it. The reactants are: [N:1]1([CH2:8][CH2:9][O:10][C:11]2[CH:16]=[CH:15][C:14]([C:17]([C:19]3[C:28]4[C:23](=[CH:24][C:25]([O:29]C)=[CH:26][CH:27]=4)[CH:22]=[CH:21][C:20]=3[C:31]3[C:36]([F:37])=[CH:35][CH:34]=[C:33]([F:38])[C:32]=3[F:39])=[O:18])=[CH:13][CH:12]=2)[CH2:7][CH2:6][CH2:5][CH2:4][CH2:3][CH2:2]1.B(Br)(Br)Br.N1(CCOC2C=CC(C(C3C4C(=CC(O)=CC=4)C=CC=3C3C(F)=CC(F)=CC=3F)=O)=CC=2)CCCCCC1.